From a dataset of Catalyst prediction with 721,799 reactions and 888 catalyst types from USPTO. Predict which catalyst facilitates the given reaction. (1) Reactant: [NH2:1][C:2]1[CH:3]=[C:4]([CH:8]=[C:9]([Cl:11])[N:10]=1)[C:5]([OH:7])=[O:6].S1C=C[CH:14]=[C:13]1Cl. Product: [NH2:1][C:2]1[CH:3]=[C:4]([CH:8]=[C:9]([Cl:11])[N:10]=1)[C:5]([O:7][CH2:13][CH3:14])=[O:6]. The catalyst class is: 8. (2) Reactant: [BH4-].[Li+].[CH2:3]([O:10][C:11]1[CH:20]=[C:19]2[C:14]([CH:15]=[CH:16][C:17](=[O:21])[NH:18]2)=[C:13]([C:22](=[O:25])[CH2:23]Cl)[CH:12]=1)[C:4]1[CH:9]=[CH:8][CH:7]=[CH:6][CH:5]=1.[OH-].[Na+].[Cl-].[Na+]. Product: [CH2:3]([O:10][C:11]1[CH:20]=[C:19]2[C:14]([CH:15]=[CH:16][C:17](=[O:21])[NH:18]2)=[C:13]([CH:22]2[CH2:23][O:25]2)[CH:12]=1)[C:4]1[CH:9]=[CH:8][CH:7]=[CH:6][CH:5]=1. The catalyst class is: 559. (3) Reactant: Cl[C:2]1[N:7]=[CH:6][N:5]=[C:4]([NH2:8])[C:3]=1[C:9]1[N:13]=[CH:12][N:11]([CH3:14])[N:10]=1.[NH2:15][C@H:16]([C:18]1[N:19]([CH:30]2[CH2:32][CH2:31]2)[C:20](=[O:29])[C:21]2[C:26]([CH:27]=1)=[CH:25][CH:24]=[CH:23][C:22]=2[Cl:28])[CH3:17].CCN(C(C)C)C(C)C.C(Cl)Cl.CO. Product: [NH2:8][C:4]1[N:5]=[CH:6][N:7]=[C:2]([NH:15][C@H:16]([C:18]2[N:19]([CH:30]3[CH2:32][CH2:31]3)[C:20](=[O:29])[C:21]3[C:26]([CH:27]=2)=[CH:25][CH:24]=[CH:23][C:22]=3[Cl:28])[CH3:17])[C:3]=1[C:9]1[N:13]=[CH:12][N:11]([CH3:14])[N:10]=1. The catalyst class is: 114. (4) Reactant: [CH3:1][C:2]1([CH3:38])[C:10]2[C:5](=[CH:6][CH:7]=[C:8]([C:11]3[CH:16]=[CH:15][C:14]([C:17]([F:20])([F:19])[F:18])=[CH:13][CH:12]=3)[CH:9]=2)[N:4]([S:21]([C:24]2[CH:29]=[CH:28][C:27]([N:30]([CH3:37])[CH2:31][C:32]([O:34]CC)=[O:33])=[CH:26][CH:25]=2)(=[O:23])=[O:22])[CH2:3]1.[OH-].[Li+].Cl. Product: [CH3:1][C:2]1([CH3:38])[C:10]2[C:5](=[CH:6][CH:7]=[C:8]([C:11]3[CH:16]=[CH:15][C:14]([C:17]([F:19])([F:18])[F:20])=[CH:13][CH:12]=3)[CH:9]=2)[N:4]([S:21]([C:24]2[CH:29]=[CH:28][C:27]([N:30]([CH3:37])[CH2:31][C:32]([OH:34])=[O:33])=[CH:26][CH:25]=2)(=[O:23])=[O:22])[CH2:3]1. The catalyst class is: 87. (5) Reactant: [CH3:1][O:2][C:3]1[CH:4]=[C:5]2[O:9][C:8]([C:10]3[N:11]=[C:12]4[N:16]([CH:17]=3)[N:15]=[C:14]([O:18][CH3:19])[S:13]4)=[CH:7][C:6]2=[C:20]([OH:22])[CH:21]=1.Br[CH2:24][C:25]1[N:26]=[C:27]([CH2:30][O:31][CH2:32][CH2:33][O:34][CH3:35])[S:28][CH:29]=1.C(=O)([O-])[O-].[K+].[K+]. Product: [CH3:19][O:18][C:14]1[S:13][C:12]2=[N:11][C:10]([C:8]3[O:9][C:5]4[CH:4]=[C:3]([O:2][CH3:1])[CH:21]=[C:20]([O:22][CH2:24][C:25]5[N:26]=[C:27]([CH2:30][O:31][CH2:32][CH2:33][O:34][CH3:35])[S:28][CH:29]=5)[C:6]=4[CH:7]=3)=[CH:17][N:16]2[N:15]=1. The catalyst class is: 174.